From a dataset of Full USPTO retrosynthesis dataset with 1.9M reactions from patents (1976-2016). Predict the reactants needed to synthesize the given product. Given the product [Br-:19].[CH3:13][O:12][C:10]([C:9]1[CH:14]=[C:15]([CH:16]=[CH:17][C:8]=1[CH2:7][CH2:6][C:5]1[CH:20]=[CH:21][C:2]([F:1])=[CH:3][CH:4]=1)[CH2:18][P+:28]([C:29]1[CH:30]=[CH:31][CH:32]=[CH:33][CH:34]=1)([C:35]1[CH:40]=[CH:39][CH:38]=[CH:37][CH:36]=1)[C:22]1[CH:23]=[CH:24][CH:25]=[CH:26][CH:27]=1)=[O:11], predict the reactants needed to synthesize it. The reactants are: [F:1][C:2]1[CH:21]=[CH:20][C:5]([CH2:6][CH2:7][C:8]2[CH:17]=[CH:16][C:15]([CH2:18][Br:19])=[CH:14][C:9]=2[C:10]([O:12][CH3:13])=[O:11])=[CH:4][CH:3]=1.[C:22]1([P:28]([C:35]2[CH:40]=[CH:39][CH:38]=[CH:37][CH:36]=2)[C:29]2[CH:34]=[CH:33][CH:32]=[CH:31][CH:30]=2)[CH:27]=[CH:26][CH:25]=[CH:24][CH:23]=1.